This data is from Reaction yield outcomes from USPTO patents with 853,638 reactions. The task is: Predict the reaction yield, written as a fraction of the theoretical maximum amount of product (1.0 means a 100% yield; for example, 0.34 means a 34% yield). (1) The reactants are [F:1][C:2]1[CH:7]=[CH:6][C:5]([C@H:8]([NH:10][C:11]([C@H:13]2[CH2:18][CH2:17][C@H:16]([NH:19][S:20]([C:23]3[CH:24]=[N:25][C:26](Cl)=[CH:27][CH:28]=3)(=[O:22])=[O:21])[CH2:15][CH2:14]2)=[O:12])[CH3:9])=[CH:4][CH:3]=1.[NH:30]1[CH:34]=[CH:33][CH:32]=[N:31]1.CC1(C)C2C(=C(P(C3C=CC=CC=3)C3C=CC=CC=3)C=CC=2)OC2C(P(C3C=CC=CC=3)C3C=CC=CC=3)=CC=CC1=2.CC(C)([O-])C.[Na+]. The catalyst is C1(C)C=CC=CC=1.C(O)(C)(C)C.C(Cl)Cl.CC#N.C1C=CC(/C=C/C(/C=C/C2C=CC=CC=2)=O)=CC=1.C1C=CC(/C=C/C(/C=C/C2C=CC=CC=2)=O)=CC=1.C1C=CC(/C=C/C(/C=C/C2C=CC=CC=2)=O)=CC=1.[Pd].[Pd]. The product is [F:1][C:2]1[CH:7]=[CH:6][C:5]([C@H:8]([NH:10][C:11]([C@H:13]2[CH2:18][CH2:17][C@H:16]([NH:19][S:20]([C:23]3[CH:24]=[N:25][C:26]([N:30]4[CH:34]=[CH:33][CH:32]=[N:31]4)=[CH:27][CH:28]=3)(=[O:22])=[O:21])[CH2:15][CH2:14]2)=[O:12])[CH3:9])=[CH:4][CH:3]=1. The yield is 0.140. (2) The yield is 0.330. The catalyst is CN(C=O)C.CO. The product is [CH3:1][NH:2][C:3](=[O:31])[NH:4][C:5]1[CH:6]=[C:7]([S:11][C:12]2[CH:17]=[CH:16][C:15]([CH:18]=[CH:19][C:20]([NH:52][C:49]3[CH:48]=[CH:47][C:46]([CH2:45][C:44]([OH:43])=[O:53])=[CH:51][CH:50]=3)=[O:21])=[C:14]([C:23]([F:24])([F:25])[F:26])[C:13]=2[C:27]([F:29])([F:30])[F:28])[CH:8]=[CH:9][CH:10]=1. The reactants are [CH3:1][NH:2][C:3](=[O:31])[NH:4][C:5]1[CH:6]=[C:7]([S:11][C:12]2[CH:17]=[CH:16][C:15]([CH:18]=[CH:19][C:20](O)=[O:21])=[C:14]([C:23]([F:26])([F:25])[F:24])[C:13]=2[C:27]([F:30])([F:29])[F:28])[CH:8]=[CH:9][CH:10]=1.C(N(C(C)C)CC)(C)C.C([O:43][C:44](=[O:53])[CH2:45][C:46]1[CH:51]=[CH:50][C:49]([NH2:52])=[CH:48][CH:47]=1)C.[Li+].[OH-]. (3) The reactants are [CH:1]1([C:4]([NH:6][C:7]2[S:8][C:9]3[C:14]([N:15]=2)=[CH:13][CH:12]=[C:11]([C:16]2[CH:17]=[C:18]([CH:24]=[CH:25][CH:26]=2)[C:19]([O:21]CC)=[O:20])[N:10]=3)=[O:5])[CH2:3][CH2:2]1.O.[OH-].[Li+].Cl. The catalyst is O.C1COCC1.CO. The product is [CH:1]1([C:4]([NH:6][C:7]2[S:8][C:9]3[C:14]([N:15]=2)=[CH:13][CH:12]=[C:11]([C:16]2[CH:17]=[C:18]([CH:24]=[CH:25][CH:26]=2)[C:19]([OH:21])=[O:20])[N:10]=3)=[O:5])[CH2:3][CH2:2]1. The yield is 0.870. (4) The reactants are C([O:8][C:9]1[CH:30]=[C:29]([O:31]CC2C=CC=CC=2)[C:28]([CH:39]([CH3:41])[CH3:40])=[CH:27][C:10]=1[C:11]([NH:13][C:14]1[CH:19]=CC(OC)=[C:16]([N:22]([CH3:26])[CH2:23][CH2:24][CH3:25])[CH:15]=1)=O)C1C=CC=CC=1.COC1C=CC(P2(SP(C3C=CC([O:62][CH3:63])=CC=3)(=S)S2)=S)=CC=1.[NH2:64][NH2:65].C1N=CN(C(N2C=NC=C2)=O)C=1.O1[CH2:83][CH2:82][O:81][CH2:80]C1. The catalyst is C1(C)C=CC=CC=1.C(OCC)(=O)C.O. The product is [OH:62][C:63]1[N:13]([C:14]2[CH:19]=[CH:83][C:82]([O:81][CH3:80])=[C:16]([N:22]([CH3:26])[CH2:23][CH2:24][CH3:25])[CH:15]=2)[C:11]([C:10]2[CH:27]=[C:28]([CH:39]([CH3:40])[CH3:41])[C:29]([OH:31])=[CH:30][C:9]=2[OH:8])=[N:64][N:65]=1. The yield is 0.330. (5) The reactants are [CH3:1][C:2]1[N:3]([CH:18]([C:20](=[O:22])[CH3:21])[CH3:19])[C:4]2[C:9]([C:10]=1[C:11]([O:13][C:14]([CH3:17])([CH3:16])[CH3:15])=[O:12])=[CH:8][CH:7]=[CH:6][CH:5]=2.[BH4-].[Na+]. The catalyst is O1CCCC1. The product is [OH:22][CH:20]([CH3:21])[CH:18]([N:3]1[C:4]2[C:9](=[CH:8][CH:7]=[CH:6][CH:5]=2)[C:10]([C:11]([O:13][C:14]([CH3:17])([CH3:16])[CH3:15])=[O:12])=[C:2]1[CH3:1])[CH3:19]. The yield is 0.930. (6) The reactants are [Cl:1][C:2]1[CH:7]=[CH:6][C:5]([N:8]=[C:9]=[S:10])=[CH:4][CH:3]=1.[NH:11]1[CH2:16][CH2:15][CH:14]([OH:17])[CH2:13][CH2:12]1. The catalyst is C(O)C. The product is [Cl:1][C:2]1[CH:7]=[CH:6][C:5]([NH:8][C:9]([N:11]2[CH2:16][CH2:15][CH:14]([OH:17])[CH2:13][CH2:12]2)=[S:10])=[CH:4][CH:3]=1. The yield is 0.650. (7) The reactants are [Mg].Br[C:3]1[C:8]([O:9][CH3:10])=[CH:7][C:6]([CH2:11][O:12][CH3:13])=[CH:5][C:4]=1[O:14][CH3:15].BrC1C(OC)=[CH:21][C:20]([CH2:25][O:26]C)=[CH:19]C=1OC.O1CCCC1.[B:35](OC(C)C)(OC(C)C)[O:36][CH:37](C)C.CC(C)(CO)CO.C(=O)([O-])O.[Na+].[Cl-].[Na+]. The catalyst is O1CCCC1.II.C(O)(=O)C. The product is [CH3:15][O:14][C:4]1[CH:5]=[C:6]([CH2:11][O:12][CH3:13])[CH:7]=[C:8]([O:9][CH3:10])[C:3]=1[B:35]1[O:26][CH2:25][C:20]([CH3:19])([CH3:21])[CH2:37][O:36]1. The yield is 0.776. (8) The reactants are [Br:1][C:2]1[CH:3]=[N:4][C:5]([CH2:8][OH:9])=[N:6][CH:7]=1.[H-].[Na+].[CH3:12]I. The catalyst is O1CCCC1. The product is [Br:1][C:2]1[CH:3]=[N:4][C:5]([CH2:8][O:9][CH3:12])=[N:6][CH:7]=1. The yield is 0.600. (9) The reactants are Br[C:2]1[CH:3]=[N:4][CH:5]=[N:6][CH:7]=1.C(=O)([O-])[O-].[Na+].[Na+].[C:14]([C:16]1[C:17]([F:25])=[C:18](B(O)O)[CH:19]=[CH:20][CH:21]=1)#[N:15].O. The catalyst is COCCOC.[Pd].C1(P(C2C=CC=CC=2)C2C=CC=CC=2)C=CC=CC=1.C1(P(C2C=CC=CC=2)C2C=CC=CC=2)C=CC=CC=1.C1(P(C2C=CC=CC=2)C2C=CC=CC=2)C=CC=CC=1.C1(P(C2C=CC=CC=2)C2C=CC=CC=2)C=CC=CC=1.CCO. The product is [F:25][C:17]1[C:18]([C:2]2[CH:3]=[N:4][CH:5]=[N:6][CH:7]=2)=[CH:19][CH:20]=[CH:21][C:16]=1[C:14]#[N:15]. The yield is 0.240.